From a dataset of Reaction yield outcomes from USPTO patents with 853,638 reactions. Predict the reaction yield, written as a fraction of the theoretical maximum amount of product (1.0 means a 100% yield; for example, 0.34 means a 34% yield). (1) The reactants are [OH:1][C:2]1[C:7]([OH:8])=[CH:6][CH:5]=[CH:4][C:3]=1[CH:9]=[CH:10][C:11]1[N:20]([C:21]2[CH:26]=[CH:25][CH:24]=[CH:23][CH:22]=2)[C:19](=[O:27])[C:18]2[C:13](=[CH:14][CH:15]=[CH:16][CH:17]=2)[N:12]=1.C([O-])([O-])=O.[K+].[K+].Cl[CH2:35][CH2:36][N:37]([CH2:40][CH3:41])[CH2:38][CH3:39].O. The catalyst is CN(C=O)C. The product is [CH2:36]([N:37]([CH2:40][CH3:41])[CH2:38][CH2:39][O:1][C:2]1[C:7]([OH:8])=[CH:6][CH:5]=[CH:4][C:3]=1[CH:9]=[CH:10][C:11]1[N:20]([C:21]2[CH:22]=[CH:23][CH:24]=[CH:25][CH:26]=2)[C:19](=[O:27])[C:18]2[C:13](=[CH:14][CH:15]=[CH:16][CH:17]=2)[N:12]=1)[CH3:35]. The yield is 0.150. (2) The reactants are [CH2:1]([N:4]([C:12]([CH3:21])([C:15]1[CH:20]=[CH:19][CH:18]=[CH:17][CH:16]=1)[CH:13]=C)[C:5](=[O:11])[O:6][C:7]([CH3:10])([CH3:9])[CH3:8])[CH:2]=C. The catalyst is C(Cl)Cl. The product is [CH3:13][C:12]1([C:15]2[CH:16]=[CH:17][CH:18]=[CH:19][CH:20]=2)[CH:21]=[CH:2][CH2:1][N:4]1[C:5]([O:6][C:7]([CH3:9])([CH3:10])[CH3:8])=[O:11]. The yield is 0.300. (3) The reactants are [C:1]([C:3]1[CH:14]=[CH:13][C:6]([CH2:7][CH:8]([C:11]#[N:12])[C:9]#[N:10])=[CH:5][CH:4]=1)#[N:2].[H-].[Na+].Br[CH2:18][CH2:19][F:20]. The catalyst is CN(C)C=O. The product is [C:1]([C:3]1[CH:14]=[CH:13][C:6]([CH2:7][C:8]([CH2:18][CH2:19][F:20])([C:11]#[N:12])[C:9]#[N:10])=[CH:5][CH:4]=1)#[N:2]. The yield is 0.220. (4) The reactants are [NH2:1][C:2]1[CH:3]=[C:4]([OH:12])[C:5](=[CH:10][CH:11]=1)[C:6]([O:8][CH3:9])=[O:7].[CH3:13][N:14]([CH3:29])[C:15]1[CH:24]=[CH:23][CH:22]=[C:21]2[C:16]=1[CH:17]=[CH:18][CH:19]=[C:20]2[S:25](Cl)(=[O:27])=[O:26].N1C=CC=CC=1.[C:36]([OH:42])([C:38]([F:41])([F:40])[F:39])=[O:37]. The catalyst is CC#N.CS(C)=O.CO.O. The product is [F:39][C:38]([F:41])([F:40])[C:36]([OH:42])=[O:37].[CH3:13][N:14]([CH3:29])[C:15]1[CH:24]=[CH:23][CH:22]=[C:21]2[C:16]=1[CH:17]=[CH:18][CH:19]=[C:20]2[S:25]([NH:1][C:2]1[CH:11]=[CH:10][C:5]([C:6]([O:8][CH3:9])=[O:7])=[C:4]([OH:12])[CH:3]=1)(=[O:27])=[O:26]. The yield is 0.420. (5) The reactants are [N+:1]([C:4]1[CH:21]=[CH:20][C:7]([O:8][C:9]2[CH:14]=[CH:13][C:12]([C:15]3[CH:19]=[CH:18][NH:17][N:16]=3)=[CH:11][CH:10]=2)=[CH:6][CH:5]=1)([O-:3])=[O:2].[C:22](OC(=O)C)(=[O:24])[CH3:23]. The catalyst is N1C=CC=CC=1.C(OCC)(=O)C. The product is [N+:1]([C:4]1[CH:21]=[CH:20][C:7]([O:8][C:9]2[CH:10]=[CH:11][C:12]([C:15]3[CH:19]=[CH:18][N:17]([C:22](=[O:24])[CH3:23])[N:16]=3)=[CH:13][CH:14]=2)=[CH:6][CH:5]=1)([O-:3])=[O:2]. The yield is 0.630. (6) The reactants are FC(F)(F)C(O)=O.[Cl:8][C:9]1[CH:14]=[C:13]([Cl:15])[CH:12]=[CH:11][C:10]=1[C@H:16]([N:18]1[C:22]2[CH:23]=[C:24]([N:27]3[CH2:32][CH2:31][N:30]([C:33]([C@H:35]4[CH2:39][CH2:38][CH2:37][N:36]4C(OC(C)(C)C)=O)=[O:34])[C@H:29]([CH2:47][OH:48])[CH2:28]3)[CH:25]=[CH:26][C:21]=2[N:20]=[N:19]1)[CH3:17]. The catalyst is ClCCl. The product is [Cl:8][C:9]1[CH:14]=[C:13]([Cl:15])[CH:12]=[CH:11][C:10]=1[C@H:16]([N:18]1[C:22]2[CH:23]=[C:24]([N:27]3[CH2:32][CH2:31][N:30]([C:33]([C@H:35]4[CH2:39][CH2:38][CH2:37][NH:36]4)=[O:34])[C@H:29]([CH2:47][OH:48])[CH2:28]3)[CH:25]=[CH:26][C:21]=2[N:20]=[N:19]1)[CH3:17]. The yield is 0.590. (7) The reactants are [CH3:1][NH:2][C@@H:3]1[C:8]2[CH:9]=[CH:10][CH:11]=[CH:12][C:7]=2[C@H:6]([C:13]2[CH:14]=[CH:15][C:16]([Cl:20])=[C:17]([Cl:19])[CH:18]=2)[CH2:5][CH2:4]1. The catalyst is C(O)C. The product is [CH3:1][NH:2][C@@H:3]1[C:8]2[CH:9]=[CH:10][CH:11]=[CH:12][C:7]=2[C@H:6]([C:13]2[CH:14]=[CH:15][C:16]([Cl:20])=[C:17]([Cl:19])[CH:18]=2)[CH2:5][CH2:4]1.[ClH:19]. The yield is 0.760. (8) The reactants are [Li+:1].C[Si]([N-][Si](C)(C)C)(C)C.[C:11]([C:14]1[O:15][CH:16]=[CH:17][CH:18]=1)(=[O:13])[CH3:12].[C:19](OC(C)(C)C)(=[O:27])[C:20]([O:22][C:23]([CH3:26])([CH3:25])[CH3:24])=[O:21]. The catalyst is CCOCC. The product is [C:23]([O:22][C:20](=[O:21])[C:19]([O-:27])=[CH:12][C:11]([C:14]1[O:15][CH:16]=[CH:17][CH:18]=1)=[O:13])([CH3:26])([CH3:25])[CH3:24].[Li+:1]. The yield is 0.830. (9) The reactants are O1[C:5]2([CH2:10][CH2:9][CH:8]([N:11]3[C:16](=[O:17])[C:15]([CH2:18][C:19]4[CH:24]=[CH:23][C:22]([C:25]5[CH:30]=[CH:29][CH:28]=[CH:27][C:26]=5[C:31]5[NH:35][C:34](=[O:36])[O:33][N:32]=5)=[CH:21][CH:20]=4)=[C:14]([CH2:37][CH2:38][CH3:39])[N:13]4[N:40]=[C:41]([CH3:43])[N:42]=[C:12]34)[CH2:7][CH2:6]2)[O:4]CC1.Cl. The catalyst is O1CCCC1. The product is [CH3:43][C:41]1[N:42]=[C:12]2[N:11]([CH:8]3[CH2:9][CH2:10][C:5](=[O:4])[CH2:6][CH2:7]3)[C:16](=[O:17])[C:15]([CH2:18][C:19]3[CH:20]=[CH:21][C:22]([C:25]4[CH:30]=[CH:29][CH:28]=[CH:27][C:26]=4[C:31]4[NH:35][C:34](=[O:36])[O:33][N:32]=4)=[CH:23][CH:24]=3)=[C:14]([CH2:37][CH2:38][CH3:39])[N:13]2[N:40]=1. The yield is 0.440. (10) The reactants are [Si:1]([O:18][CH2:19][C:20]1[CH:21]=[C:22]2[C:26](=[CH:27][C:28]=1[S:29]([CH3:32])(=[O:31])=[O:30])[N:25]([S:33]([CH3:36])(=[O:35])=[O:34])[C:24]([CH:37]([OH:41])[CH:38]([CH3:40])[CH3:39])=[CH:23]2)([C:14]([CH3:17])([CH3:16])[CH3:15])([C:8]1[CH:13]=[CH:12][CH:11]=[CH:10][CH:9]=1)[C:2]1[CH:7]=[CH:6][CH:5]=[CH:4][CH:3]=1.CC(OI1(OC(C)=O)(OC(C)=O)OC(=O)C2C=CC=CC1=2)=O. The catalyst is C(Cl)Cl. The product is [Si:1]([O:18][CH2:19][C:20]1[CH:21]=[C:22]2[C:26](=[CH:27][C:28]=1[S:29]([CH3:32])(=[O:31])=[O:30])[N:25]([S:33]([CH3:36])(=[O:34])=[O:35])[C:24]([C:37](=[O:41])[CH:38]([CH3:39])[CH3:40])=[CH:23]2)([C:14]([CH3:15])([CH3:16])[CH3:17])([C:8]1[CH:9]=[CH:10][CH:11]=[CH:12][CH:13]=1)[C:2]1[CH:7]=[CH:6][CH:5]=[CH:4][CH:3]=1. The yield is 0.860.